Predict the product of the given reaction. From a dataset of Forward reaction prediction with 1.9M reactions from USPTO patents (1976-2016). (1) The product is: [CH2:1]([O:8][C:9]1[C:14](=[O:15])[N:13]=[C:12]([CH2:16][C:17]2[CH:22]=[CH:21][CH:20]=[CH:19][C:18]=2[C:36]2[CH:35]=[CH:34][C:33]([F:32])=[C:38]([F:39])[CH:37]=2)[N:11]2[CH2:24][CH2:25][N:26]([CH:29]([CH3:31])[CH3:30])[C:27](=[O:28])[C:10]=12)[C:2]1[CH:7]=[CH:6][CH:5]=[CH:4][CH:3]=1. Given the reactants [CH2:1]([O:8][C:9]1[C:14](=[O:15])[N:13]=[C:12]([CH2:16][C:17]2[CH:22]=[CH:21][CH:20]=[CH:19][C:18]=2Br)[N:11]2[CH2:24][CH2:25][N:26]([CH:29]([CH3:31])[CH3:30])[C:27](=[O:28])[C:10]=12)[C:2]1[CH:7]=[CH:6][CH:5]=[CH:4][CH:3]=1.[F:32][C:33]1[CH:34]=[C:35](B(O)O)[CH:36]=[CH:37][C:38]=1[F:39].C(=O)([O-])[O-].[Na+].[Na+], predict the reaction product. (2) The product is: [CH2:22]([O:24][C:25]([C:26]1[S:27][C:2]2[C:6]([Br:7])=[CH:5][S:4][C:3]=2[C:8]=1[CH2:9][CH2:10][CH2:11][CH2:12][CH2:13][CH3:14])=[O:28])[CH3:23]. Given the reactants Br[C:2]1[C:6]([Br:7])=[CH:5][S:4][C:3]=1[C:8](=O)[CH2:9][CH2:10][CH2:11][CH2:12][CH2:13][CH3:14].C(=O)([O-])[O-].[K+].[K+].[CH2:22]([O:24][C:25](=[O:28])[CH2:26][SH:27])[CH3:23], predict the reaction product. (3) Given the reactants [O:1]1[CH2:6][CH2:5][CH2:4][CH2:3][CH:2]1[O:7][CH2:8][C:9]1[CH:14]=[CH:13][C:12]([CH2:15][OH:16])=[CH:11][CH:10]=1.[C:17](OCC)(=[O:19])[CH3:18], predict the reaction product. The product is: [C:17]([O:16][CH2:15][C:12]1[CH:11]=[CH:10][C:9]([CH2:8][O:7][CH:2]2[CH2:3][CH2:4][CH2:5][CH2:6][O:1]2)=[CH:14][CH:13]=1)(=[O:19])[CH3:18]. (4) Given the reactants C(OC(=O)[NH:7][CH2:8][CH2:9][C:10]1[CH:15]=[CH:14][CH:13]=[C:12]([CH2:16][C@H:17]([NH:19][CH2:20][C@@H:21]([C:30]2[CH:39]=[CH:38][C:37]([O:40][CH2:41][C:42]3[CH:47]=[CH:46][CH:45]=[CH:44][CH:43]=3)=[C:36]3[C:31]=2[CH:32]=[CH:33][C:34](=[O:48])[NH:35]3)[O:22][Si:23]([C:26]([CH3:29])([CH3:28])[CH3:27])([CH3:25])[CH3:24])[CH3:18])[CH:11]=1)(C)(C)C.C(=O)(O)[O-].[Na+], predict the reaction product. The product is: [NH2:7][CH2:8][CH2:9][C:10]1[CH:11]=[C:12]([CH2:16][C@H:17]([NH:19][CH2:20][C@@H:21]([C:30]2[CH:39]=[CH:38][C:37]([O:40][CH2:41][C:42]3[CH:43]=[CH:44][CH:45]=[CH:46][CH:47]=3)=[C:36]3[C:31]=2[CH:32]=[CH:33][C:34](=[O:48])[NH:35]3)[O:22][Si:23]([C:26]([CH3:28])([CH3:27])[CH3:29])([CH3:25])[CH3:24])[CH3:18])[CH:13]=[CH:14][CH:15]=1. (5) Given the reactants I[C:2]1[CH:7]=[CH:6][CH:5]=[CH:4][C:3]=1[CH3:8].[CH3:9][N:10]1[CH2:15][CH2:14][N:13]([CH2:16][CH2:17][CH2:18][C:19]#N)[CH2:12][CH2:11]1.C(O)(C(F)(F)F)=[O:22].CC#N, predict the reaction product. The product is: [CH3:9][N:10]1[CH2:15][CH2:14][N:13]([CH2:16][CH2:17][CH2:18][C:19]([C:2]2[CH:7]=[CH:6][CH:5]=[CH:4][C:3]=2[CH3:8])=[O:22])[CH2:12][CH2:11]1. (6) Given the reactants [CH3:1][C:2]1([CH3:17])[O:16][C:6]2=[CH:7][C:8]3[C:9]([CH3:15])=[CH:10][CH:11]=[N:12][C:13]=3[CH:14]=[C:5]2[CH:4]=[CH:3]1.ClC1C=CC=C(C(OO)=O)C=1.[CH2:29]([N:31](CC)CC)C.C(=O)([O-])O.[Na+], predict the reaction product. The product is: [CH3:1][C:2]1([CH3:17])[O:16][C:6]2=[CH:7][C:8]3[C:9]([CH3:15])=[CH:10][C:11]([C:29]#[N:31])=[N:12][C:13]=3[CH:14]=[C:5]2[CH:4]=[CH:3]1. (7) Given the reactants [Br:1][C:2]1[CH:3]=[N:4][C:5](F)=[C:6]([CH:9]=1)[C:7]#[N:8].[F:11][C@H:12]1[CH2:16][CH2:15][NH:14][CH2:13]1, predict the reaction product. The product is: [Br:1][C:2]1[CH:3]=[N:4][C:5]([N:14]2[CH2:15][CH2:16][C@H:12]([F:11])[CH2:13]2)=[C:6]([CH:9]=1)[C:7]#[N:8]. (8) Given the reactants C(N)(=O)C1C=CC=CC=1.[NH2:10][C:11]([NH:13][C@H:14]1[CH2:19][CH2:18][C@H:17]([CH2:20][NH:21][C:22]([O:24][C:25]([CH3:28])([CH3:27])[CH3:26])=[O:23])[CH2:16][CH2:15]1)=[S:12].O.C([O-])([O-])=O.[K+].[K+], predict the reaction product. The product is: [NH2:10][C:11]([NH:13][C@H:14]1[CH2:15][CH2:16][C@H:17]([CH2:20][NH:21][C:22]([O:24][C:25]([CH3:28])([CH3:27])[CH3:26])=[O:23])[CH2:18][CH2:19]1)=[S:12].